This data is from Forward reaction prediction with 1.9M reactions from USPTO patents (1976-2016). The task is: Predict the product of the given reaction. (1) Given the reactants [Cl:1][C:2]1[CH:37]=[CH:36][C:5]([CH2:6]/[C:7](/[C:27]2[CH:28]=[C:29]([CH:33]=[CH:34][CH:35]=2)[C:30]([NH2:32])=[O:31])=[C:8](/[NH:10][C:11](=[O:26])[C:12]([CH3:25])([O:14][C:15]2[CH:20]=[CH:19][C:18]([C:21]([F:24])([F:23])[F:22])=[CH:17][N:16]=2)[CH3:13])\[CH3:9])=[CH:4][CH:3]=1.CC(OO)=O, predict the reaction product. The product is: [Cl:1][C:2]1[CH:3]=[CH:4][C:5]([CH2:6][C@@H:7]([C:27]2[CH:28]=[C:29]([CH:33]=[CH:34][CH:35]=2)[C:30]([NH2:32])=[O:31])[C@@H:8]([NH:10][C:11](=[O:26])[C:12]([CH3:13])([O:14][C:15]2[CH:20]=[CH:19][C:18]([C:21]([F:24])([F:23])[F:22])=[CH:17][N:16]=2)[CH3:25])[CH3:9])=[CH:36][CH:37]=1. (2) Given the reactants [CH3:1][C:2]1[CH:7]=[CH:6][C:5]([S:8]([OH:11])(=[O:10])=[O:9])=[CH:4][CH:3]=1.[CH3:12][C:13]1[N:18]([C:19]2[CH:24]=[CH:23][CH:22]=[C:21]([C:25]([F:28])([F:27])[F:26])[CH:20]=2)[C:17](=[O:29])[C:16]([C:30]([NH:32][CH2:33][C:34]2[CH:39]=[CH:38][C:37]([S:40]([CH3:43])(=[O:42])=[O:41])=[CH:36][N:35]=2)=[O:31])=[CH:15][C:14]=1[C:44]1[N:48]([CH3:49])[N:47]=[CH:46][CH:45]=1.O.[C:51]1([CH3:61])[CH:56]=[CH:55][C:54]([S:57]([OH:60])(=[O:59])=[O:58])=[CH:53][CH:52]=1, predict the reaction product. The product is: [CH3:1][C:2]1[CH:3]=[CH:4][C:5]([S:8]([OH:11])(=[O:10])=[O:9])=[CH:6][CH:7]=1.[CH3:12][C:13]1[N:18]([C:19]2[CH:24]=[CH:23][CH:22]=[C:21]([C:25]([F:27])([F:26])[F:28])[CH:20]=2)[C:17](=[O:29])[C:16]([C:30]([NH:32][CH2:33][C:34]2[CH:39]=[CH:38][C:37]([S:40]([CH3:43])(=[O:42])=[O:41])=[CH:36][N:35]=2)=[O:31])=[CH:15][C:14]=1[C:44]1[N:48]([CH3:49])[N:47]=[CH:46][CH:45]=1.[S:57]([C:54]1[CH:55]=[CH:56][C:51]([CH3:61])=[CH:52][CH:53]=1)([O-:60])(=[O:59])=[O:58]. (3) Given the reactants [I:1][C:2]1[C:10]2[C:5](=[CH:6][CH:7]=[C:8]([C:11]([OH:13])=[O:12])[CH:9]=2)[NH:4][CH:3]=1.[C:14](=O)([O-])[O-].[K+].[K+].COS(OC)=O, predict the reaction product. The product is: [I:1][C:2]1[C:10]2[C:5](=[CH:6][CH:7]=[C:8]([C:11]([O:13][CH3:14])=[O:12])[CH:9]=2)[NH:4][CH:3]=1. (4) Given the reactants [Br:1][C:2]1[CH:3]=[C:4]([C:24]([F:27])([F:26])[F:25])[C:5]([N+:21]([O-])=O)=[C:6]([NH:8][C:9]([C:11]2[O:15][C:14]([C:16]([CH3:19])([CH3:18])[CH3:17])=[N:13][C:12]=2[CH3:20])=O)[CH:7]=1, predict the reaction product. The product is: [Br:1][C:2]1[CH:3]=[C:4]([C:24]([F:27])([F:26])[F:25])[C:5]2[NH:21][C:9]([C:11]3[O:15][C:14]([C:16]([CH3:19])([CH3:18])[CH3:17])=[N:13][C:12]=3[CH3:20])=[N:8][C:6]=2[CH:7]=1. (5) Given the reactants [Cl:1][C:2]1[CH:3]=[C:4]2[C:8](=[CH:9][CH:10]=1)[NH:7][C:6](=[O:11])[CH2:5]2.[CH2:12]([O:14][C:15]([C:17]1[NH:18][C:19]([CH:23]=O)=[C:20]([CH3:22])[CH:21]=1)=[O:16])[CH3:13], predict the reaction product. The product is: [CH2:12]([O:14][C:15]([C:17]1[NH:18][C:19]([CH:23]=[C:5]2[C:4]3[C:8](=[CH:9][CH:10]=[C:2]([Cl:1])[CH:3]=3)[NH:7][C:6]2=[O:11])=[C:20]([CH3:22])[CH:21]=1)=[O:16])[CH3:13]. (6) Given the reactants [C:1]1(=[O:10])[C:9]2[C:4](=[CH:5][CH:6]=[CH:7][CH:8]=2)[CH2:3][CH2:2]1.Cl.C([O:16][N:17]=O)CCC, predict the reaction product. The product is: [C:1]1(=[O:10])[C:9]2[C:4](=[CH:5][CH:6]=[CH:7][CH:8]=2)[CH2:3][C:2]1=[N:17][OH:16]. (7) Given the reactants S(Cl)([Cl:3])=O.[Cl:5][C:6]1[N:14]=[C:13]([Cl:15])[CH:12]=[CH:11][C:7]=1[C:8](O)=[O:9], predict the reaction product. The product is: [Cl:5][C:6]1[N:14]=[C:13]([Cl:15])[CH:12]=[CH:11][C:7]=1[C:8]([Cl:3])=[O:9].